This data is from Catalyst prediction with 721,799 reactions and 888 catalyst types from USPTO. The task is: Predict which catalyst facilitates the given reaction. (1) Reactant: [CH3:1][C:2]1[CH:3]=[CH:4][C:5]([S:8]([NH2:11])(=[O:10])=[O:9])=[CH:6][CH:7]=1.[Br:12]Br. Product: [Br:12][C:7]1[CH:6]=[C:5]([S:8]([NH2:11])(=[O:10])=[O:9])[CH:4]=[CH:3][C:2]=1[CH3:1]. The catalyst class is: 292. (2) Reactant: [Cl:1]C(OC(Cl)C)=O.[C:8]([N:11]1[CH2:16][CH2:15][CH:14]([O:17][C:18]2[CH:23]=[CH:22][C:21]([C@@H:24]3[O:29][CH2:28][CH2:27][N:26](CC4C=CC=CC=4)[CH2:25]3)=[CH:20][CH:19]=2)[CH2:13][CH2:12]1)(=[O:10])[CH3:9]. Product: [ClH:1].[C:8]([N:11]1[CH2:12][CH2:13][CH:14]([O:17][C:18]2[CH:19]=[CH:20][C:21]([C@@H:24]3[O:29][CH2:28][CH2:27][NH:26][CH2:25]3)=[CH:22][CH:23]=2)[CH2:15][CH2:16]1)(=[O:10])[CH3:9]. The catalyst class is: 68.